Dataset: NCI-60 drug combinations with 297,098 pairs across 59 cell lines. Task: Regression. Given two drug SMILES strings and cell line genomic features, predict the synergy score measuring deviation from expected non-interaction effect. (1) Drug 1: C1=NC2=C(N1)C(=S)N=CN2. Drug 2: C1CCC(C(C1)N)N.C(=O)(C(=O)[O-])[O-].[Pt+4]. Cell line: A498. Synergy scores: CSS=19.9, Synergy_ZIP=-4.44, Synergy_Bliss=-2.19, Synergy_Loewe=-9.64, Synergy_HSA=-1.71. (2) Drug 1: C1C(C(OC1N2C=NC3=C(N=C(N=C32)Cl)N)CO)O. Drug 2: CC12CCC3C(C1CCC2OP(=O)(O)O)CCC4=C3C=CC(=C4)OC(=O)N(CCCl)CCCl.[Na+]. Cell line: SK-OV-3. Synergy scores: CSS=0.209, Synergy_ZIP=1.46, Synergy_Bliss=1.32, Synergy_Loewe=-69.5, Synergy_HSA=-3.90. (3) Drug 1: C1=CC(=CC=C1CC(C(=O)O)N)N(CCCl)CCCl.Cl. Drug 2: COC1=C2C(=CC3=C1OC=C3)C=CC(=O)O2. Cell line: SW-620. Synergy scores: CSS=12.8, Synergy_ZIP=-5.01, Synergy_Bliss=2.19, Synergy_Loewe=-9.28, Synergy_HSA=-0.835. (4) Drug 1: C1=CC(=CC=C1CCC2=CNC3=C2C(=O)NC(=N3)N)C(=O)NC(CCC(=O)O)C(=O)O. Drug 2: CCCCCOC(=O)NC1=NC(=O)N(C=C1F)C2C(C(C(O2)C)O)O. Cell line: SR. Synergy scores: CSS=39.1, Synergy_ZIP=-2.68, Synergy_Bliss=-3.91, Synergy_Loewe=-20.8, Synergy_HSA=-3.41. (5) Drug 1: CC1CCC2CC(C(=CC=CC=CC(CC(C(=O)C(C(C(=CC(C(=O)CC(OC(=O)C3CCCCN3C(=O)C(=O)C1(O2)O)C(C)CC4CCC(C(C4)OC)O)C)C)O)OC)C)C)C)OC. Drug 2: CCC1(C2=C(COC1=O)C(=O)N3CC4=CC5=C(C=CC(=C5CN(C)C)O)N=C4C3=C2)O.Cl. Cell line: OVCAR-8. Synergy scores: CSS=40.6, Synergy_ZIP=-11.8, Synergy_Bliss=-1.45, Synergy_Loewe=-2.12, Synergy_HSA=2.10.